Dataset: Full USPTO retrosynthesis dataset with 1.9M reactions from patents (1976-2016). Task: Predict the reactants needed to synthesize the given product. (1) Given the product [F:39][C@H:40]1[C@@H:45]([O:46][C:47]2[CH:54]=[CH:53][C:52]([C:55]3[N:60]=[C:59]([NH:61][C:62]4[CH:63]=[CH:64][C:65]([C:68]([N:70]5[CH2:71][CH2:72][N:73]([CH3:76])[CH2:74][CH2:75]5)=[O:69])=[CH:66][CH:67]=4)[N:58]=[CH:57][N:56]=3)=[CH:51][C:48]=2[C:49]#[N:50])[CH2:44][CH2:43][N:42]([C:1](=[O:5])[CH2:2][OH:3])[CH2:41]1, predict the reactants needed to synthesize it. The reactants are: [C:1]([OH:5])(=O)[CH2:2][OH:3].CN(C(ON1N=NC2C=CC=NC1=2)=[N+](C)C)C.F[P-](F)(F)(F)(F)F.CCN(C(C)C)C(C)C.[F:39][C@H:40]1[C@@H:45]([O:46][C:47]2[CH:54]=[CH:53][C:52]([C:55]3[N:60]=[C:59]([NH:61][C:62]4[CH:67]=[CH:66][C:65]([C:68]([N:70]5[CH2:75][CH2:74][N:73]([CH3:76])[CH2:72][CH2:71]5)=[O:69])=[CH:64][CH:63]=4)[N:58]=[CH:57][N:56]=3)=[CH:51][C:48]=2[C:49]#[N:50])[CH2:44][CH2:43][NH:42][CH2:41]1. (2) Given the product [CH3:1][C:2]1[C:10]2[CH2:9][O:8][C:7](=[O:11])[C:6]=2[CH:5]=[CH:4][C:3]=1[S:12]([CH2:14][CH:15]1[CH2:20][CH2:19][NH:18][CH2:17][CH2:16]1)=[O:13], predict the reactants needed to synthesize it. The reactants are: [CH3:1][C:2]1[C:10]2[CH2:9][O:8][C:7](=[O:11])[C:6]=2[CH:5]=[CH:4][C:3]=1[S:12]([CH2:14][CH:15]1[CH2:20][CH2:19][N:18](C(OC(C)(C)C)=O)[CH2:17][CH2:16]1)=[O:13].FC(CC(O)=O)(F)F.